This data is from Catalyst prediction with 721,799 reactions and 888 catalyst types from USPTO. The task is: Predict which catalyst facilitates the given reaction. Reactant: Br[C:2]1[C:3]([N:21]([CH3:26])[S:22]([CH3:25])(=[O:24])=[O:23])=[CH:4][C:5]2[O:9][C:8]([C:10]3[C:14]([CH3:15])=[CH:13][O:12][N:11]=3)=[C:7]([C:16]([NH:18][CH3:19])=[O:17])[C:6]=2[CH:20]=1.[B:27]1([B:27]2[O:31][C:30]([CH3:33])([CH3:32])[C:29]([CH3:35])([CH3:34])[O:28]2)[O:31][C:30]([CH3:33])([CH3:32])[C:29]([CH3:35])([CH3:34])[O:28]1.CC([O-])=O.[K+]. Product: [CH3:19][NH:18][C:16]([C:7]1[C:6]2[CH:20]=[C:2]([B:27]3[O:31][C:30]([CH3:33])([CH3:32])[C:29]([CH3:35])([CH3:34])[O:28]3)[C:3]([N:21]([CH3:26])[S:22]([CH3:25])(=[O:24])=[O:23])=[CH:4][C:5]=2[O:9][C:8]=1[C:10]1[C:14]([CH3:15])=[CH:13][O:12][N:11]=1)=[O:17]. The catalyst class is: 117.